Dataset: Retrosynthesis with 50K atom-mapped reactions and 10 reaction types from USPTO. Task: Predict the reactants needed to synthesize the given product. (1) Given the product CS(=O)(=O)Nc1cc(S(=O)(=O)Nc2ccccc2)ccc1N1CCCNCC1, predict the reactants needed to synthesize it. The reactants are: CC(C)(C)OC(=O)N1CCCN(c2ccc(S(=O)(=O)Nc3ccccc3)cc2NS(C)(=O)=O)CC1. (2) Given the product CC(C)(C)CC1NC(C(=O)Nc2ccsc2C(N)=O)C(c2cccc(Cl)c2F)C1(C#N)c1ccc(Cl)cc1F, predict the reactants needed to synthesize it. The reactants are: CC(C)(C)CC1NC(C(=O)O)C(c2cccc(Cl)c2F)C1(C#N)c1ccc(Cl)cc1F.NC(=O)c1sccc1N. (3) Given the product CCCNC/C=C/C(=O)OCC, predict the reactants needed to synthesize it. The reactants are: CCCN.CCOC(=O)/C=C/CBr.